The task is: Predict the product of the given reaction.. This data is from Forward reaction prediction with 1.9M reactions from USPTO patents (1976-2016). (1) Given the reactants [CH3:1][C:2]1[CH:7]=[CH:6][C:5]2[O:8][CH2:9][C:10]([CH2:12][O:13][C:4]=2[CH:3]=1)=[O:11].[CH:14]([C:17]1[CH:26]=[CH:25][C:24]([CH3:27])=[C:23]2[C:19](=[C:20]([CH3:30])[CH:21]=[C:22]2[CH:28]=O)[CH:18]=1)([CH3:16])[CH3:15], predict the reaction product. The product is: [CH:14]([C:17]1[CH:26]=[CH:25][C:24]([CH3:27])=[C:23]2[C:19](=[C:20]([CH3:30])[CH:21]=[C:22]2/[CH:28]=[C:9]2/[C:10](=[O:11])/[C:12](=[CH:28]/[C:22]3[C:23]4[C:19]([CH:18]=[C:17]([CH:14]([CH3:15])[CH3:16])[CH:26]=[CH:25][C:24]=4[CH3:27])=[C:20]([CH3:30])[CH:21]=3)/[O:13][C:4]3[CH:3]=[C:2]([CH3:1])[CH:7]=[CH:6][C:5]=3[O:8]/2)[CH:18]=1)([CH3:16])[CH3:15]. (2) The product is: [CH2:3]([O:7][C:9]1[CH:14]=[C:13]([CH:15]([C:17]2[CH:22]=[CH:21][CH:20]=[CH:19][C:18]=2[F:23])[CH3:16])[N:12]=[CH:11][N:10]=1)[C:4]#[C:5][CH3:6]. Given the reactants [H-].[Na+].[CH2:3]([OH:7])[C:4]#[C:5][CH3:6].Cl[C:9]1[CH:14]=[C:13]([CH:15]([C:17]2[CH:22]=[CH:21][CH:20]=[CH:19][C:18]=2[F:23])[CH3:16])[N:12]=[CH:11][N:10]=1.[Cl-].[NH4+], predict the reaction product. (3) Given the reactants Cl[C:2]1[C:3]2[C:10]([CH:11]=[O:12])=[CH:9][NH:8][C:4]=2[N:5]=[CH:6][N:7]=1.[OH-:13].[K+], predict the reaction product. The product is: [CH2:2]([O:13][C:2]1[C:3]2[C:10]([CH:11]=[O:12])=[CH:9][NH:8][C:4]=2[N:5]=[CH:6][N:7]=1)[CH:3]([CH3:10])[CH3:4]. (4) Given the reactants FC1C(F)=CC(C2C=CC(OCC3C=C4C(C=CN4CCC(O)=O)=CC=3)=CC=2)=C(OC)C=1.C([O:35][C:36](=[O:66])[CH2:37][CH2:38][N:39]1[C:47]2[C:42](=[C:43]([CH2:48][O:49][C:50]3[CH:55]=[CH:54][C:53]([C:56]4[CH:61]=[C:60]([F:62])[C:59]([F:63])=[CH:58][C:57]=4[O:64][CH3:65])=[CH:52][CH:51]=3)[CH:44]=[CH:45][CH:46]=2)[CH:41]=[CH:40]1)C, predict the reaction product. The product is: [F:63][C:59]1[C:60]([F:62])=[CH:61][C:56]([C:53]2[CH:54]=[CH:55][C:50]([O:49][CH2:48][C:43]3[CH:44]=[CH:45][CH:46]=[C:47]4[C:42]=3[CH:41]=[CH:40][N:39]4[CH2:38][CH2:37][C:36]([OH:66])=[O:35])=[CH:51][CH:52]=2)=[C:57]([O:64][CH3:65])[CH:58]=1.